Dataset: Full USPTO retrosynthesis dataset with 1.9M reactions from patents (1976-2016). Task: Predict the reactants needed to synthesize the given product. (1) Given the product [C:1]([O:5][C:6]([N:8]1[CH2:13][C:12](=[S:35])[NH:11][C:10]([C:18]2[CH:23]=[C:22]([Br:24])[CH:21]=[CH:20][C:19]=2[F:25])([CH:15]([F:17])[F:16])[CH2:9]1)=[O:7])([CH3:4])([CH3:3])[CH3:2], predict the reactants needed to synthesize it. The reactants are: [C:1]([O:5][C:6]([N:8]1[CH2:13][C:12](=O)[NH:11][C:10]([C:18]2[CH:23]=[C:22]([Br:24])[CH:21]=[CH:20][C:19]=2[F:25])([CH:15]([F:17])[F:16])[CH2:9]1)=[O:7])([CH3:4])([CH3:3])[CH3:2].COC1C=CC(P2(SP(C3C=CC(OC)=CC=3)(=S)S2)=[S:35])=CC=1. (2) Given the product [I:1][C:2]1[CH:7]=[CH:6][C:5]([N:8]2[CH:13]=[CH:12][CH:11]=[CH:10]/[C:9]/2=[N:25]\[C:22]2[CH:23]=[CH:24][C:19]([O:18][CH3:17])=[CH:20][CH:21]=2)=[CH:4][CH:3]=1, predict the reactants needed to synthesize it. The reactants are: [I:1][C:2]1[CH:7]=[CH:6][C:5]([N:8]2[CH:13]=[CH:12][CH:11]=[CH:10][C:9]2=S)=[CH:4][CH:3]=1.CI.[CH3:17][O:18][C:19]1[CH:24]=[CH:23][C:22]([NH2:25])=[CH:21][CH:20]=1. (3) Given the product [C:18]([OH:22])(=[O:24])/[CH:17]=[CH:38]/[C:37]([OH:40])=[O:39].[F:23][C:12]1[C:11]([CH2:10][CH2:9][N:6]2[CH2:7][CH2:8][CH:3]([N:2]([CH2:35][C:33]3[N:32]=[N:31][C:28]4[S:29][CH2:30][C:25](=[O:24])[NH:26][C:27]=4[CH:34]=3)[CH3:37])[CH2:4][CH2:5]2)=[C:20]2[C:15]([CH:16]=[CH:17][C:18](=[O:22])[N:19]2[CH3:21])=[CH:14][CH:13]=1, predict the reactants needed to synthesize it. The reactants are: Cl.[NH2:2][CH:3]1[CH2:8][CH2:7][N:6]([CH2:9][CH2:10][C:11]2[C:12]([F:23])=[CH:13][CH:14]=[C:15]3[C:20]=2[N:19]([CH3:21])[C:18](=[O:22])[CH:17]=[CH:16]3)[CH2:5][CH2:4]1.[O:24]=[C:25]1[CH2:30][S:29][C:28]2[N:31]=[N:32][C:33]([CH:35]=O)=[CH:34][C:27]=2[NH:26]1.[C:37]([O-:40])(=[O:39])[CH3:38].[Na+]. (4) Given the product [Br:1][C:2]1[CH:7]=[C:6]([CH:5]=[C:4]([Br:11])[C:3]=1[F:12])[NH2:8], predict the reactants needed to synthesize it. The reactants are: [Br:1][C:2]1[CH:7]=[C:6]([N+:8]([O-])=O)[CH:5]=[C:4]([Br:11])[C:3]=1[F:12]. (5) Given the product [CH3:18][O:17][C:14]1[CH:13]=[C:9]([CH:8]=[C:7]([O:6][CH3:5])[C:15]=1[CH3:16])[C:10]([NH:19][C:20]1[CH:25]=[CH:24][CH:23]=[CH:22][C:21]=1[O:26][CH3:27])=[O:12], predict the reactants needed to synthesize it. The reactants are: S(Cl)(Cl)=O.[CH3:5][O:6][C:7]1[CH:8]=[C:9]([CH:13]=[C:14]([O:17][CH3:18])[C:15]=1[CH3:16])[C:10]([OH:12])=O.[NH2:19][C:20]1[CH:25]=[CH:24][CH:23]=[CH:22][C:21]=1[OH:26].[CH:27](N(C(C)C)CC)(C)C. (6) Given the product [CH3:21][C:18]1([CH3:22])[O:17][N:16]=[C:15]([C:10]2[CH:11]=[CH:12][C:13]([CH3:14])=[C:8]([C:5]3[N:6]=[CH:7][C:2]([NH:1][C:32]([C:24]4[O:23][C:27]5[CH:28]=[CH:29][CH:30]=[CH:31][C:26]=5[CH:25]=4)=[O:33])=[N:3][CH:4]=3)[CH:9]=2)[C:19]1=[O:20], predict the reactants needed to synthesize it. The reactants are: [NH2:1][C:2]1[N:3]=[CH:4][C:5]([C:8]2[CH:9]=[C:10]([C:15]3[C:19](=[O:20])[C:18]([CH3:22])([CH3:21])[O:17][N:16]=3)[CH:11]=[CH:12][C:13]=2[CH3:14])=[N:6][CH:7]=1.[O:23]1[C:27]2[CH:28]=[CH:29][CH:30]=[CH:31][C:26]=2[CH:25]=[C:24]1[C:32](O)=[O:33]. (7) Given the product [C:19]([O:23][C:24](=[O:42])[C:25]([CH3:27])([O:28][C:29]1[CH:34]=[CH:33][C:32]([CH2:35][CH2:36][CH2:37][C:38]2[NH:40][N:41]=[C:7]([C:6]3[CH:5]=[CH:4][C:3]([C:2]([F:1])([F:11])[F:12])=[CH:10][CH:9]=3)[N:8]=2)=[CH:31][CH:30]=1)[CH3:26])([CH3:21])([CH3:20])[CH3:22], predict the reactants needed to synthesize it. The reactants are: [F:1][C:2]([F:12])([F:11])[C:3]1[CH:10]=[CH:9][C:6]([C:7]#[N:8])=[CH:5][CH:4]=1.CC(C)([O-])C.[K+].[C:19]([O:23][C:24](=[O:42])[C:25]([O:28][C:29]1[CH:34]=[CH:33][C:32]([CH2:35][CH2:36][CH2:37][C:38]([NH:40][NH2:41])=O)=[CH:31][CH:30]=1)([CH3:27])[CH3:26])([CH3:22])([CH3:21])[CH3:20].